Dataset: Catalyst prediction with 721,799 reactions and 888 catalyst types from USPTO. Task: Predict which catalyst facilitates the given reaction. (1) Reactant: [F:1][C:2]([F:45])([F:44])[C:3]1[CH:4]=[C:5]([CH:37]=[C:38]([C:40]([F:43])([F:42])[F:41])[CH:39]=1)[CH2:6][N:7]([CH2:15][C:16]1[CH:21]=[C:20]([C:22]([F:25])([F:24])[F:23])[CH:19]=[CH:18][C:17]=1[C:26]1[CH:31]=[C:30]([CH:32]([CH3:34])[CH3:33])[CH:29]=[CH:28][C:27]=1[O:35][CH3:36])[C:8]1[N:13]=[CH:12][C:11]([OH:14])=[CH:10][CH:9]=1.[H-].[Na+].Br[CH2:49][CH2:50][CH2:51][C:52]([O:54][CH2:55][CH3:56])=[O:53].O. Product: [F:42][C:40]([F:43])([F:41])[C:38]1[CH:37]=[C:5]([CH:4]=[C:3]([C:2]([F:1])([F:44])[F:45])[CH:39]=1)[CH2:6][N:7]([CH2:15][C:16]1[CH:21]=[C:20]([C:22]([F:25])([F:24])[F:23])[CH:19]=[CH:18][C:17]=1[C:26]1[CH:31]=[C:30]([CH:32]([CH3:33])[CH3:34])[CH:29]=[CH:28][C:27]=1[O:35][CH3:36])[C:8]1[N:13]=[CH:12][C:11]([O:14][CH2:49][CH2:50][CH2:51][C:52]([O:54][CH2:55][CH3:56])=[O:53])=[CH:10][CH:9]=1. The catalyst class is: 9. (2) Reactant: [C:1]1([CH3:11])[CH:6]=[CH:5][C:4]([S:7](Cl)(=[O:9])=[O:8])=[CH:3][CH:2]=1.[F:12][CH:13]([F:16])[CH2:14][OH:15].C(N(CC)CC)C.[Cl-].[NH4+]. Product: [CH3:11][C:1]1[CH:6]=[CH:5][C:4]([S:7]([O:15][CH2:14][CH:13]([F:16])[F:12])(=[O:9])=[O:8])=[CH:3][CH:2]=1. The catalyst class is: 4. (3) Product: [Cl:33][C:17]1[CH:18]=[CH:19][C:20]([C@H:22]2[C@H:27]([OH:28])[C@@H:26]([OH:29])[C@H:25]([OH:30])[C@@H:24]([CH2:31][OH:32])[O:23]2)=[CH:21][C:16]=1[CH2:15][C:12]1[CH:13]=[CH:14][C:7]2[O:6][CH:5]([C:3]([OH:4])=[O:2])[CH2:10][NH:9][C:8]=2[CH:11]=1. Reactant: C[O:2][C:3]([CH:5]1[CH2:10][NH:9][C:8]2[CH:11]=[C:12]([CH2:15][C:16]3[CH:21]=[C:20]([C@H:22]4[C@H:27]([OH:28])[C@@H:26]([OH:29])[C@H:25]([OH:30])[C@@H:24]([CH2:31][OH:32])[O:23]4)[CH:19]=[CH:18][C:17]=3[Cl:33])[CH:13]=[CH:14][C:7]=2[O:6]1)=[O:4].[OH-].[Li+]. The catalyst class is: 87. (4) Reactant: Br[C:2]1[N:3]([C:13]2[N:14]=[CH:15][N:16]=[C:17]([NH2:20])[C:18]=2[N:19]=1)[C@@H:4]1[O:12][C@H:9]([CH2:10][OH:11])[C@@H:7]([OH:8])[C@H:5]1[OH:6].O=[CH:22][C@@H]([C@@H]([C@@H](CO)O)O)O.C[Si](C)(C)N[Si](C)(C)C.S([O-])([O-])(=O)=O.[NH4+].[NH4+].C[Al](C)C. Product: [CH3:22][C:2]1[N:3]([C:13]2[N:14]=[CH:15][N:16]=[C:17]([NH2:20])[C:18]=2[N:19]=1)[C@@H:4]1[O:12][C@H:9]([CH2:10][OH:11])[C@@H:7]([OH:8])[C@H:5]1[OH:6]. The catalyst class is: 45. (5) Reactant: [NH2:1][C:2]1[CH:24]=[C:23]([Br:25])[C:5]([O:6][C:7]2[CH:8]=[C:9]3[C:14](=[CH:15][CH:16]=2)[N:13]=[C:12]([CH2:17][NH:18][S:19]([CH3:22])(=[O:21])=[O:20])[CH:11]=[CH:10]3)=[C:4]([Br:26])[CH:3]=1.C(N(CC)CC)C.C([CH:36]([C:40](Cl)=[O:41])[C:37](Cl)=[O:38])C.C(OCC)(=[O:45])C. Product: [Br:25][C:23]1[CH:24]=[C:2]([NH:1][C:40](=[O:41])[CH2:36][C:37]([OH:38])=[O:45])[CH:3]=[C:4]([Br:26])[C:5]=1[O:6][C:7]1[CH:8]=[C:9]2[C:14](=[CH:15][CH:16]=1)[N:13]=[C:12]([CH2:17][NH:18][S:19]([CH3:22])(=[O:20])=[O:21])[CH:11]=[CH:10]2. The catalyst class is: 7. (6) Reactant: [OH:1][CH2:2][C:3]1([CH2:6][C:7]([O:9][CH2:10][CH3:11])=[O:8])[CH2:5][CH2:4]1.C(N(CC)CC)C.[CH3:19][S:20](Cl)(=[O:22])=[O:21].C(=O)(O)[O-].[Na+]. Product: [CH3:19][S:20]([O:1][CH2:2][C:3]1([CH2:6][C:7]([O:9][CH2:10][CH3:11])=[O:8])[CH2:4][CH2:5]1)(=[O:22])=[O:21]. The catalyst class is: 4. (7) Reactant: I[C:2]1[C:3]([C:8]2[CH:13]=[CH:12][CH:11]=[CH:10][CH:9]=2)=[N:4][O:5][C:6]=1[CH3:7].C1(P(C2C=CC=CC=2)CCCP(C2C=CC=CC=2)C2C=CC=CC=2)C=CC=CC=1.C(N(CC)CC)C.[C:50]([C:52]1[CH:57]=[CH:56][CH:55]=[CH:54][N:53]=1)#[CH:51]. Product: [CH3:7][C:6]1[O:5][N:4]=[C:3]([C:8]2[CH:13]=[CH:12][CH:11]=[CH:10][CH:9]=2)[C:2]=1[C:51]#[C:50][C:52]1[CH:57]=[CH:56][CH:55]=[CH:54][N:53]=1. The catalyst class is: 613. (8) Reactant: C([N:8]1[CH2:13][CH2:12][CH:11]([NH:14][C@@H:15]([C:17]2[CH:22]=[CH:21][CH:20]=[CH:19][CH:18]=2)[CH3:16])[CH:10]([CH2:23][CH3:24])[CH2:9]1)C1C=CC=CC=1.C(Cl)(=O)OC(Cl)C. Product: [CH2:23]([CH:10]1[CH:11]([NH:14][C@@H:15]([C:17]2[CH:18]=[CH:19][CH:20]=[CH:21][CH:22]=2)[CH3:16])[CH2:12][CH2:13][NH:8][CH2:9]1)[CH3:24]. The catalyst class is: 26.